Dataset: Catalyst prediction with 721,799 reactions and 888 catalyst types from USPTO. Task: Predict which catalyst facilitates the given reaction. (1) Reactant: [Cl:1][C:2]1[S:6][C:5]([C:7]2[NH:8][CH:9]=[C:10]([C:12]3[CH:13]=[N:14][CH:15]=[CH:16][CH:17]=3)[N:11]=2)=[CH:4][CH:3]=1.C=O.[C:20](=O)([O-])[O-:21].[K+].[K+].C(O)(C)C. Product: [Cl:1][C:2]1[S:6][C:5]([C:7]2[NH:8][C:9]([CH2:20][OH:21])=[C:10]([C:12]3[CH:13]=[N:14][CH:15]=[CH:16][CH:17]=3)[N:11]=2)=[CH:4][CH:3]=1. The catalyst class is: 145. (2) Reactant: [OH:1]O.[Cl:3][C:4]1[N:9]=[C:8]2[NH:10][N:11]=[C:12]([S:13][CH3:14])[C:7]2=[C:6]([NH:15][CH:16]2[CH2:18][CH2:17]2)[N:5]=1.O. Product: [Cl:3][C:4]1[N:9]=[C:8]2[NH:10][N:11]=[C:12]([S:13]([CH3:14])=[O:1])[C:7]2=[C:6]([NH:15][CH:16]2[CH2:17][CH2:18]2)[N:5]=1. The catalyst class is: 15. (3) Reactant: [C:1]([C:5]1[N:10]=[C:9]([N:11]([CH3:19])[C:12]2[CH:17]=[CH:16][CH:15]=[CH:14][C:13]=2[CH3:18])[C:8]([C:20]#[N:21])=[CH:7][CH:6]=1)([CH3:4])([CH3:3])[CH3:2].[OH-:22].[K+]. Product: [C:1]([C:5]1[N:10]=[C:9]([N:11]([CH3:19])[C:12]2[CH:17]=[CH:16][CH:15]=[CH:14][C:13]=2[CH3:18])[C:8]([C:20]([NH2:21])=[O:22])=[CH:7][CH:6]=1)([CH3:4])([CH3:2])[CH3:3]. The catalyst class is: 14. (4) Reactant: [Si:1]([O:8][CH2:9][C:10]1[N:11]=[C:12]([C:15]2([C:21]3[CH:29]=[CH:28][C:24]([C:25](O)=[O:26])=[CH:23][CH:22]=3)[CH2:20][CH2:19][O:18][CH2:17][CH2:16]2)[S:13][CH:14]=1)([C:4]([CH3:7])([CH3:6])[CH3:5])([CH3:3])[CH3:2].[CH3:30][NH:31][CH3:32].CCN(C(C)C)C(C)C.CN(C(ON1N=NC2C=CC=NC1=2)=[N+](C)C)C.F[P-](F)(F)(F)(F)F. Product: [Si:1]([O:8][CH2:9][C:10]1[N:11]=[C:12]([C:15]2([C:21]3[CH:29]=[CH:28][C:24]([C:25]([N:31]([CH3:32])[CH3:30])=[O:26])=[CH:23][CH:22]=3)[CH2:16][CH2:17][O:18][CH2:19][CH2:20]2)[S:13][CH:14]=1)([C:4]([CH3:5])([CH3:6])[CH3:7])([CH3:2])[CH3:3]. The catalyst class is: 3. (5) Reactant: [Br-].[CH2:2]([N:9]1[C:18]([C:19]2[CH:24]=[CH:23][C:22]([C:25]([F:28])([F:27])[F:26])=[CH:21][CH:20]=2)=[C:17]2[C:12]([CH:13]=[CH:14][CH:15]=[NH+:16]2)=[C:11]([CH3:29])[CH2:10]1)[C:3]1[CH:8]=[CH:7][CH:6]=[CH:5][CH:4]=1.[BH4-].[Na+]. Product: [CH2:2]([N:9]1[CH:18]([C:19]2[CH:20]=[CH:21][C:22]([C:25]([F:28])([F:26])[F:27])=[CH:23][CH:24]=2)[C:17]2[N:16]=[CH:15][CH:14]=[CH:13][C:12]=2[C:11]([CH3:29])=[CH:10]1)[C:3]1[CH:8]=[CH:7][CH:6]=[CH:5][CH:4]=1. The catalyst class is: 5.